From a dataset of Forward reaction prediction with 1.9M reactions from USPTO patents (1976-2016). Predict the product of the given reaction. (1) Given the reactants C1C=CC(P(C2C(C3C(P(C4C=CC=CC=4)C4C=CC=CC=4)=CC=C4C=3C=CC=C4)=C3C(C=CC=C3)=CC=2)C2C=CC=CC=2)=CC=1.[NH2:47][CH2:48][C@@H:49]([NH:51][S:52]([C:55]1[C:60]([CH3:61])=[CH:59][C:58]([CH3:62])=[CH:57][C:56]=1[CH3:63])(=[O:54])=[O:53])[CH3:50].Br[C:65]1[CH:73]=[CH:72][CH:71]=[C:70]2[C:66]=1[CH:67]=[N:68][N:69]2[C:74]1[CH:79]=[CH:78][C:77]([F:80])=[CH:76][CH:75]=1.CC(C)([O-])C.[Na+], predict the reaction product. The product is: [F:80][C:77]1[CH:76]=[CH:75][C:74]([N:69]2[C:70]3[C:66](=[C:65]([NH:47][CH2:48][C@@H:49]([NH:51][S:52]([C:55]4[C:60]([CH3:61])=[CH:59][C:58]([CH3:62])=[CH:57][C:56]=4[CH3:63])(=[O:54])=[O:53])[CH3:50])[CH:73]=[CH:72][CH:71]=3)[CH:67]=[N:68]2)=[CH:79][CH:78]=1. (2) Given the reactants [CH3:1][O:2][C:3]([C:5]1[S:14][C:8]2[N:9]=[CH:10][N:11]=[C:12](Cl)[C:7]=2[C:6]=1[CH3:15])=[O:4].[NH2:16][C:17]1[CH:37]=[CH:36][C:35]([F:38])=[CH:34][C:18]=1[O:19][C@@H:20]1[CH2:24][N:23]([C:25]([O:27][C:28]([CH3:31])([CH3:30])[CH3:29])=[O:26])[C@H:22]([CH2:32][OH:33])[CH2:21]1, predict the reaction product. The product is: [CH3:1][O:2][C:3]([C:5]1[S:14][C:8]2[N:9]=[CH:10][N:11]=[C:12]([NH:16][C:17]3[CH:37]=[CH:36][C:35]([F:38])=[CH:34][C:18]=3[O:19][C@H:20]3[CH2:21][C@@H:22]([CH2:32][OH:33])[N:23]([C:25]([O:27][C:28]([CH3:31])([CH3:30])[CH3:29])=[O:26])[CH2:24]3)[C:7]=2[C:6]=1[CH3:15])=[O:4]. (3) Given the reactants [NH:1]1[CH2:6][CH2:5][NH:4][CH2:3][CH2:2]1.C(=O)([O-])[O-].[K+].[K+].F[C:14]1[CH:19]=[CH:18][C:17]([S:20][C:21]2[CH:26]=[CH:25][CH:24]=[CH:23][CH:22]=2)=[C:16]([N+:27]([O-:29])=[O:28])[CH:15]=1.O, predict the reaction product. The product is: [N+:27]([C:16]1[CH:15]=[C:14]([N:1]2[CH2:6][CH2:5][NH:4][CH2:3][CH2:2]2)[CH:19]=[CH:18][C:17]=1[S:20][C:21]1[CH:22]=[CH:23][CH:24]=[CH:25][CH:26]=1)([O-:29])=[O:28].